From a dataset of Catalyst prediction with 721,799 reactions and 888 catalyst types from USPTO. Predict which catalyst facilitates the given reaction. (1) Reactant: FC(F)(F)C(OC(=O)C(F)(F)F)=[O:4].[CH2:14]([N:21]([CH3:43])[C:22]([C:24]1[CH:37]=[N:36][C:35]2[C:26](=[CH:27][C:28]([F:42])=[C:29]3[C:34]=2[N:33]=[CH:32][C:31]([C:38](=O)[NH2:39])=[C:30]3Cl)[CH:25]=1)=[O:23])[C:15]1[CH:20]=[CH:19][CH:18]=[CH:17][CH:16]=1.Cl. Product: [CH2:14]([N:21]([CH3:43])[C:22]([C:24]1[CH:37]=[N:36][C:35]2[C:26](=[CH:27][C:28]([F:42])=[C:29]3[C:34]=2[N:33]=[CH:32][CH:31]([C:38]#[N:39])[C:30]3=[O:4])[CH:25]=1)=[O:23])[C:15]1[CH:16]=[CH:17][CH:18]=[CH:19][CH:20]=1. The catalyst class is: 17. (2) Reactant: CCN(C(C)C)C(C)C.[N:10]1([C:14]([C:16]2[CH:43]=[CH:42][C:19]([O:20][C:21]3[CH:22]=[C:23]([CH:27]=[C:28]([O:30][C@@H:31]([CH3:41])[CH2:32][O:33][Si:34]([C:37]([CH3:40])([CH3:39])[CH3:38])([CH3:36])[CH3:35])[CH:29]=3)[C:24](O)=[O:25])=[CH:18][CH:17]=2)=[O:15])[CH2:13][CH2:12][CH2:11]1.[NH2:44][C:45]1[CH:49]=[C:48]([CH3:50])[N:47]([CH3:51])[N:46]=1.CN(C(ON1N=NC2C=CC=NC1=2)=[N+](C)C)C.F[P-](F)(F)(F)(F)F. Product: [N:10]1([C:14]([C:16]2[CH:43]=[CH:42][C:19]([O:20][C:21]3[CH:22]=[C:23]([CH:27]=[C:28]([O:30][C@@H:31]([CH3:41])[CH2:32][O:33][Si:34]([C:37]([CH3:38])([CH3:39])[CH3:40])([CH3:36])[CH3:35])[CH:29]=3)[C:24]([NH:44][C:45]3[CH:49]=[C:48]([CH3:50])[N:47]([CH3:51])[N:46]=3)=[O:25])=[CH:18][CH:17]=2)=[O:15])[CH2:11][CH2:12][CH2:13]1. The catalyst class is: 18. (3) Reactant: C(=O)([O-])[O-].[K+].[K+].[Si:7]([O:14][CH2:15][C@H:16]([OH:24])[CH2:17][C:18]#[C:19][Si](C)(C)C)([C:10]([CH3:13])([CH3:12])[CH3:11])([CH3:9])[CH3:8]. Product: [Si:7]([O:14][CH2:15][C@H:16]([OH:24])[CH2:17][C:18]#[CH:19])([C:10]([CH3:13])([CH3:12])[CH3:11])([CH3:9])[CH3:8]. The catalyst class is: 5. (4) The catalyst class is: 5. Reactant: [CH2:1]([NH:4][C:5]1([C:8]2[CH:13]=[CH:12][C:11]([C:14]#[C:15][Si](C)(C)C)=[CH:10][CH:9]=2)[CH2:7][CH2:6]1)[CH2:2][CH3:3].C(=O)([O-])[O-].[K+].[K+]. Product: [C:14]([C:11]1[CH:12]=[CH:13][C:8]([C:5]2([NH:4][CH2:1][CH2:2][CH3:3])[CH2:6][CH2:7]2)=[CH:9][CH:10]=1)#[CH:15]. (5) Reactant: [Si]([O:8][C:9]([C:11]1[CH:12]=[CH:13][CH:14]=[C:15]2[C:20]=1[N:19]=[C:18]([NH:21][C:22]([CH3:33])([CH3:32])[CH2:23][NH:24][C:25](=[O:31])[O:26][C:27]([CH3:30])([CH3:29])[CH3:28])[C:17]([CH3:34])=[N:16]2)=[CH2:10])(C(C)(C)C)(C)C.[Br:35]N1C(=O)CCC1=O.O. Product: [Br:35][CH2:8][C:9]([C:11]1[CH:12]=[CH:13][CH:14]=[C:15]2[C:20]=1[N:19]=[C:18]([NH:21][C:22]([CH3:33])([CH3:32])[CH2:23][NH:24][C:25](=[O:31])[O:26][C:27]([CH3:30])([CH3:29])[CH3:28])[C:17]([CH3:34])=[N:16]2)=[O:10]. The catalyst class is: 76. (6) Reactant: [Br:1][CH2:2][C:3]([NH:5][C:6]1[CH:10]=[CH:9][O:8][N:7]=1)=[O:4].[N:11]12[CH2:18][CH2:17][CH:14]([CH2:15][CH2:16]1)[C@@H:13]([O:19][C:20](=[O:33])[C:21]([OH:32])([C:27]1[S:28][CH:29]=[CH:30][CH:31]=1)[C:22]1[S:23][CH:24]=[CH:25][CH:26]=1)[CH2:12]2. Product: [Br-:1].[OH:32][C:21]([C:22]1[S:23][CH:24]=[CH:25][CH:26]=1)([C:27]1[S:28][CH:29]=[CH:30][CH:31]=1)[C:20]([O:19][C@@H:13]1[CH:14]2[CH2:17][CH2:18][N+:11]([CH2:2][C:3](=[O:4])[NH:5][C:6]3[CH:10]=[CH:9][O:8][N:7]=3)([CH2:16][CH2:15]2)[CH2:12]1)=[O:33]. The catalyst class is: 22. (7) Reactant: [CH3:1][C:2]1([CH3:41])[CH2:11][CH2:10][C:9]2[N:8]=[CH:7][N:6]=[C:5]([N:12]3[CH2:18][C:17]4[CH:19]=[C:20]([C:23]5[CH:24]=[C:25]6[N:31](COCC[Si](C)(C)C)[C:30]([CH3:40])=[N:29][C:26]6=[N:27][CH:28]=5)[CH:21]=[CH:22][C:16]=4[O:15][CH2:14][CH2:13]3)[C:4]=2[CH2:3]1.Cl. Product: [CH3:1][C:2]1([CH3:41])[CH2:11][CH2:10][C:9]2[N:8]=[CH:7][N:6]=[C:5]([N:12]3[CH2:18][C:17]4[CH:19]=[C:20]([C:23]5[CH:24]=[C:25]6[NH:31][C:30]([CH3:40])=[N:29][C:26]6=[N:27][CH:28]=5)[CH:21]=[CH:22][C:16]=4[O:15][CH2:14][CH2:13]3)[C:4]=2[CH2:3]1. The catalyst class is: 5. (8) Reactant: [F:1][C:2]1[CH:37]=[C:36]([F:38])[CH:35]=[CH:34][C:3]=1[CH2:4][N:5]1[C:10]([C:11]2[S:12][C:13]([C:16]3[CH:21]=[C:20]([O:22][CH2:23][CH3:24])[N:19]=[C:18]([S:25][CH3:26])[N:17]=3)=[CH:14][CH:15]=2)=[CH:9][C:8]([C:27]([F:30])([F:29])[F:28])=[C:7]([C:31]#[N:32])[C:6]1=[O:33].[OH2:39].[OH2:40].O.O.O.O.C(O[O-])(=O)C1C(=CC=CC=1)C([O-])=O.[Mg+2].C1C=C(C([O-])=O)C(C(O[O-])=O)=CC=1.[Mg+2]. The catalyst class is: 98. Product: [F:1][C:2]1[CH:37]=[C:36]([F:38])[CH:35]=[CH:34][C:3]=1[CH2:4][N:5]1[C:10]([C:11]2[S:12][C:13]([C:16]3[CH:21]=[C:20]([O:22][CH2:23][CH3:24])[N:19]=[C:18]([S:25]([CH3:26])(=[O:40])=[O:39])[N:17]=3)=[CH:14][CH:15]=2)=[CH:9][C:8]([C:27]([F:29])([F:30])[F:28])=[C:7]([C:31]#[N:32])[C:6]1=[O:33].